This data is from Catalyst prediction with 721,799 reactions and 888 catalyst types from USPTO. The task is: Predict which catalyst facilitates the given reaction. (1) Reactant: [C:1]([N:8]1[CH2:13][CH2:12][CH2:11][CH:10]([CH2:14][OH:15])[CH2:9]1)([O:3][C:4]([CH3:7])([CH3:6])[CH3:5])=[O:2].[CH3:16][S:17](Cl)(=[O:19])=[O:18].O. Product: [C:4]([O:3][C:1]([N:8]1[CH2:13][CH2:12][CH2:11][CH:10]([CH2:14][O:15][S:17]([CH3:16])(=[O:19])=[O:18])[CH2:9]1)=[O:2])([CH3:7])([CH3:6])[CH3:5]. The catalyst class is: 17. (2) Reactant: [CH3:1][C:2]1[CH:7]=[C:6]([CH3:8])[CH:5]=[C:4]([CH:9]2[CH2:14][CH2:13][O:12][CH2:11][CH2:10]2)[C:3]=1[OH:15].Br[CH2:17][C:18]([O:20][CH3:21])=[O:19].C(=O)([O-])[O-].[Cs+].[Cs+].C(=O)([O-])O.[Na+]. Product: [CH3:1][C:2]1[CH:7]=[C:6]([CH3:8])[CH:5]=[C:4]([CH:9]2[CH2:14][CH2:13][O:12][CH2:11][CH2:10]2)[C:3]=1[O:15][CH2:17][C:18]([O:20][CH3:21])=[O:19]. The catalyst class is: 10. (3) Reactant: [O:1]=[C:2]1[NH:7][CH:6]([C:8]2[CH:9]=[C:10]([CH:13]=[CH:14][CH:15]=2)[C:11]#[N:12])[C:5]([C:16]2[CH:21]=[CH:20][CH:19]=[CH:18][CH:17]=2)=[C:4]([C:22]2[CH:27]=[CH:26][CH:25]=[CH:24][CH:23]=2)[NH:3]1.[NH2:28][OH:29].Cl.C([O-])([O-])=O.[Na+].[Na+]. Product: [OH:29][NH:28][C:11](=[NH:12])[C:10]1[CH:13]=[CH:14][CH:15]=[C:8]([CH:6]2[C:5]([C:16]3[CH:21]=[CH:20][CH:19]=[CH:18][CH:17]=3)=[C:4]([C:22]3[CH:23]=[CH:24][CH:25]=[CH:26][CH:27]=3)[NH:3][C:2](=[O:1])[NH:7]2)[CH:9]=1. The catalyst class is: 5. (4) Reactant: C([O-])(O)=O.[Na+].[CH:6]1([C:11]([C:13]2[CH:18]=[C:17]([CH3:19])[CH:16]=[CH:15][C:14]=2[NH:20][C:21]([NH:23][C:24]2[S:25][C:26]([CH:29]=O)=[CH:27][N:28]=2)=[O:22])=[O:12])[CH2:10][CH2:9][CH2:8][CH2:7]1.Cl.[NH2:32][OH:33]. Product: [CH:6]1([C:11]([C:13]2[CH:18]=[C:17]([CH3:19])[CH:16]=[CH:15][C:14]=2[NH:20][C:21]([NH:23][C:24]2[S:25][C:26]([CH:29]=[N:32][OH:33])=[CH:27][N:28]=2)=[O:22])=[O:12])[CH2:7][CH2:8][CH2:9][CH2:10]1. The catalyst class is: 1.